This data is from Forward reaction prediction with 1.9M reactions from USPTO patents (1976-2016). The task is: Predict the product of the given reaction. (1) Given the reactants [CH3:1][C:2]1[O:6][N:5]=[C:4]([C:7]2[CH:12]=[CH:11][CH:10]=[CH:9][N:8]=2)[C:3]=1[CH2:13][CH2:14][C:15]1[S:16][C:17]([C:20]([OH:22])=O)=[CH:18][N:19]=1.C(N1C=CN=C1)([N:25]1C=CN=C1)=O.[OH-].[NH4+], predict the reaction product. The product is: [CH3:1][C:2]1[O:6][N:5]=[C:4]([C:7]2[CH:12]=[CH:11][CH:10]=[CH:9][N:8]=2)[C:3]=1[CH2:13][CH2:14][C:15]1[S:16][C:17]([C:20]([NH2:25])=[O:22])=[CH:18][N:19]=1. (2) Given the reactants [C:1]([OH:9])(=O)[CH2:2][CH2:3][CH2:4][CH2:5][CH2:6][CH3:7].C(N(C(C)C)CC)(C)C.[Si:19]([O:36][CH2:37][CH2:38][CH2:39][CH2:40][CH2:41][NH:42][CH:43]([CH3:45])[CH3:44])([C:32]([CH3:35])([CH3:34])[CH3:33])([C:26]1[CH:31]=[CH:30][CH:29]=[CH:28][CH:27]=1)[C:20]1[CH:25]=[CH:24][CH:23]=[CH:22][CH:21]=1.C(N=C=NCCCN(C)C)C, predict the reaction product. The product is: [Si:19]([O:36][CH2:37][CH2:38][CH2:39][CH2:40][CH2:41][N:42]([CH:43]([CH3:45])[CH3:44])[C:1](=[O:9])[CH2:2][CH2:3][CH2:4][CH2:5][CH2:6][CH3:7])([C:32]([CH3:34])([CH3:35])[CH3:33])([C:26]1[CH:27]=[CH:28][CH:29]=[CH:30][CH:31]=1)[C:20]1[CH:21]=[CH:22][CH:23]=[CH:24][CH:25]=1. (3) Given the reactants [CH3:1][C:2]1[CH:7]=[C:6]([N+:8]([O-])=O)[CH:5]=[CH:4][C:3]=1[C:11]1[N:16]2[CH:17]=[CH:18][N:19]=[C:15]2[CH:14]=[CH:13][CH:12]=1.[Cl-].[NH4+], predict the reaction product. The product is: [N:19]1[CH:18]=[CH:17][N:16]2[C:11]([C:3]3[CH:4]=[CH:5][C:6]([NH2:8])=[CH:7][C:2]=3[CH3:1])=[CH:12][CH:13]=[CH:14][C:15]=12.